Binary Classification. Given a miRNA mature sequence and a target amino acid sequence, predict their likelihood of interaction. From a dataset of Experimentally validated miRNA-target interactions with 360,000+ pairs, plus equal number of negative samples. (1) The miRNA is rno-miR-293-5p with sequence ACUCAAACUGUGUGACACUUU. The protein sequence of the target gene is MLLLAPQMLSLLLLALPVLASPAYVAPAPGQALQQTGIVGGQEAPRSKWPWQVSLRVRGPYWMHFCGGSLIHPQWVLTAAHCVEPDIKDLAALRVQLREQHLYYQDQLLPVSRIIVHPQFYIIQTGADIALLELEEPVNISSHIHTVTLPPASETFPPGMPCWVTGWGDVDNNVHLPPPYPLKEVEVPVVENHLCNAEYHTGLHTGHSFQIVRDDMLCAGSENHDSCQGDSGGPLVCKVNGT. Result: 0 (no interaction). (2) The miRNA is gga-miR-124a-3p with sequence UUAAGGCACGCGGUGAAUGCCA. The protein sequence of the target gene is MASPPDTDGFSDVRKVGYLRKPKSMHKRFFVLRAASEAGGPARLEYYENEKKWRHKSSAPKRSIPLESCFNINKRADSKNKHLVALYTRDEHFAIAADSEAEQDSWYQALLQLHNRAKAHHDGAGGGCGGSCSGSSGVGEAGEDLSYDTGPGPAFKEVWQVILKPKGLGQTKNLIGIYRLCLTSKTISFVKLNSEAAAVVLQLMNIRRCGHSENFFFIEVGRSAVTGPGEFWMQVDDSVVAQNMHETILEAMRAMSDEFRPRSKSQSSSSCSNPISVPLRRHHLNNPPPSQVGLTRRSRT.... Result: 0 (no interaction).